Dataset: NCI-60 drug combinations with 297,098 pairs across 59 cell lines. Task: Regression. Given two drug SMILES strings and cell line genomic features, predict the synergy score measuring deviation from expected non-interaction effect. (1) Drug 1: CC12CCC3C(C1CCC2=O)CC(=C)C4=CC(=O)C=CC34C. Drug 2: N.N.Cl[Pt+2]Cl. Cell line: RPMI-8226. Synergy scores: CSS=15.8, Synergy_ZIP=3.20, Synergy_Bliss=5.02, Synergy_Loewe=-1.25, Synergy_HSA=-1.97. (2) Drug 2: COC1=C2C(=CC3=C1OC=C3)C=CC(=O)O2. Synergy scores: CSS=9.74, Synergy_ZIP=-1.59, Synergy_Bliss=0.443, Synergy_Loewe=-12.1, Synergy_HSA=-2.69. Cell line: SK-OV-3. Drug 1: C1C(C(OC1N2C=NC3=C(N=C(N=C32)Cl)N)CO)O. (3) Drug 2: CN(CCCl)CCCl.Cl. Synergy scores: CSS=11.5, Synergy_ZIP=-4.67, Synergy_Bliss=-1.16, Synergy_Loewe=-15.5, Synergy_HSA=-4.06. Cell line: MDA-MB-435. Drug 1: CC1C(C(CC(O1)OC2CC(CC3=C2C(=C4C(=C3O)C(=O)C5=C(C4=O)C(=CC=C5)OC)O)(C(=O)CO)O)N)O.Cl. (4) Drug 1: C1=NC2=C(N=C(N=C2N1C3C(C(C(O3)CO)O)F)Cl)N. Drug 2: CC1C(C(CC(O1)OC2CC(CC3=C2C(=C4C(=C3O)C(=O)C5=C(C4=O)C(=CC=C5)OC)O)(C(=O)CO)O)N)O.Cl. Cell line: TK-10. Synergy scores: CSS=33.4, Synergy_ZIP=-2.35, Synergy_Bliss=-1.02, Synergy_Loewe=-0.954, Synergy_HSA=0.269. (5) Drug 1: C1CCC(C1)C(CC#N)N2C=C(C=N2)C3=C4C=CNC4=NC=N3. Drug 2: CS(=O)(=O)CCNCC1=CC=C(O1)C2=CC3=C(C=C2)N=CN=C3NC4=CC(=C(C=C4)OCC5=CC(=CC=C5)F)Cl. Cell line: OVCAR-5. Synergy scores: CSS=-0.964, Synergy_ZIP=1.16, Synergy_Bliss=-0.366, Synergy_Loewe=-9.01, Synergy_HSA=-4.88. (6) Drug 1: CN(C)C1=NC(=NC(=N1)N(C)C)N(C)C. Drug 2: COC1=NC(=NC2=C1N=CN2C3C(C(C(O3)CO)O)O)N. Cell line: A498. Synergy scores: CSS=-4.24, Synergy_ZIP=5.52, Synergy_Bliss=12.1, Synergy_Loewe=3.40, Synergy_HSA=3.40. (7) Drug 1: CC1=C2C(C(=O)C3(C(CC4C(C3C(C(C2(C)C)(CC1OC(=O)C(C(C5=CC=CC=C5)NC(=O)OC(C)(C)C)O)O)OC(=O)C6=CC=CC=C6)(CO4)OC(=O)C)O)C)O. Drug 2: COCCOC1=C(C=C2C(=C1)C(=NC=N2)NC3=CC=CC(=C3)C#C)OCCOC.Cl. Cell line: MDA-MB-231. Synergy scores: CSS=4.38, Synergy_ZIP=-2.28, Synergy_Bliss=-2.98, Synergy_Loewe=1.53, Synergy_HSA=-1.77.